This data is from Full USPTO retrosynthesis dataset with 1.9M reactions from patents (1976-2016). The task is: Predict the reactants needed to synthesize the given product. Given the product [Cl:1][C:2]1[CH:8]=[C:7]([I:9])[CH:6]=[CH:5][C:3]=1[NH:4][C:17]1[CH:18]=[N:19][CH:11]=[CH:12][C:13]=1[C:14]([OH:16])=[O:15], predict the reactants needed to synthesize it. The reactants are: [Cl:1][C:2]1[CH:8]=[C:7]([I:9])[CH:6]=[CH:5][C:3]=1[NH2:4].F[C:11]1[CH:12]=[C:13]([CH:17]=[CH:18][N:19]=1)[C:14]([OH:16])=[O:15].